Dataset: Full USPTO retrosynthesis dataset with 1.9M reactions from patents (1976-2016). Task: Predict the reactants needed to synthesize the given product. (1) The reactants are: Br[C:2]1[C:10]2[C:5](=[CH:6][C:7]([S:11]([N:14](CC3C=CC(OC)=CC=3OC)[C:15]3[S:19][N:18]=[CH:17][N:16]=3)(=[O:13])=[O:12])=[CH:8][CH:9]=2)[N:4]([CH3:31])[CH:3]=1.[CH3:32][N:33]1[C:37]([C:38]2[CH:43]=[C:42]([C:44]([F:47])([F:46])[F:45])[CH:41]=[CH:40][C:39]=2B(O)O)=[CH:36][CH:35]=[N:34]1.P([O-])([O-])([O-])=O.[K+].[K+].[K+].C(Cl)(=O)C. Given the product [CH3:31][N:4]1[C:5]2[C:10](=[CH:9][CH:8]=[C:7]([S:11]([NH:14][C:15]3[S:19][N:18]=[CH:17][N:16]=3)(=[O:12])=[O:13])[CH:6]=2)[C:2]([C:39]2[CH:40]=[CH:41][C:42]([C:44]([F:47])([F:45])[F:46])=[CH:43][C:38]=2[C:37]2[N:33]([CH3:32])[N:34]=[CH:35][CH:36]=2)=[CH:3]1, predict the reactants needed to synthesize it. (2) Given the product [Br:1][C:2]1[C:3]([CH3:14])=[C:4]2[C:5]([C:8](=[O:12])[C:9]([CH:17]=[CH2:18])=[C:10]([CH:11]=[CH2:22])[O:13]2)=[CH:6][CH:7]=1, predict the reactants needed to synthesize it. The reactants are: [Br:1][C:2]1[CH:7]=[CH:6][C:5]([C:8](=[O:12])[CH2:9][CH:10]=[CH2:11])=[C:4]([OH:13])[C:3]=1[CH3:14].[H-].[Na+].[C:17](Cl)(=O)[CH:18]=C.[C:22](=O)([O-])[O-].[K+].[K+]. (3) The reactants are: [F:1][C:2]1[C:3]([N:20]2[CH2:25][CH2:24][CH:23]([CH2:26][NH:27]C(=O)OC(C)(C)C)[CH2:22][CH2:21]2)=[N:4][C:5]([NH:8][C:9]2[CH:14]=[CH:13][C:12]([N:15]([CH3:19])[C:16](=[O:18])[CH3:17])=[CH:11][CH:10]=2)=[N:6][CH:7]=1. Given the product [NH2:27][CH2:26][CH:23]1[CH2:22][CH2:21][N:20]([C:3]2[C:2]([F:1])=[CH:7][N:6]=[C:5]([NH:8][C:9]3[CH:14]=[CH:13][C:12]([N:15]([CH3:19])[C:16](=[O:18])[CH3:17])=[CH:11][CH:10]=3)[N:4]=2)[CH2:25][CH2:24]1, predict the reactants needed to synthesize it. (4) The reactants are: CN(C)C=O.[C:6]([C:9]1[CH:14]=[CH:13][N:12]=[CH:11][CH:10]=1)(=O)[CH3:7].[Br-].[CH2:16]([O:23][C:24]([CH2:26][P+](C1C=CC=CC=1)(C1C=CC=CC=1)C1C=CC=CC=1)=[O:25])[C:17]1[CH:22]=[CH:21][CH:20]=[CH:19][CH:18]=1.C(=O)([O-])[O-].[K+].[K+]. Given the product [N:12]1[CH:13]=[CH:14][C:9]([C:6]([CH3:7])=[CH:26][C:24]([O:23][CH2:16][C:17]2[CH:18]=[CH:19][CH:20]=[CH:21][CH:22]=2)=[O:25])=[CH:10][CH:11]=1, predict the reactants needed to synthesize it. (5) Given the product [O:13]1[C:14]2[CH:20]=[CH:19][CH:18]=[CH:17][C:15]=2[CH:16]=[C:12]1[S:9]([NH:8][C:6]1[CH:7]=[C:2]([Cl:1])[CH:3]=[CH:4][C:5]=1[S:21][CH2:47][CH2:46][C:45]([N:44]([CH3:49])[CH3:43])=[O:48])(=[O:11])=[O:10], predict the reactants needed to synthesize it. The reactants are: [Cl:1][C:2]1[CH:3]=[CH:4][C:5]([S:21][S:21][C:5]2[CH:4]=[CH:3][C:2]([Cl:1])=[CH:7][C:6]=2[NH:8][S:9]([C:12]2[O:13][C:14]3[CH:20]=[CH:19][CH:18]=[CH:17][C:15]=3[CH:16]=2)(=[O:11])=[O:10])=[C:6]([NH:8][S:9]([C:12]2[O:13][C:14]3[CH:20]=[CH:19][CH:18]=[CH:17][C:15]=3[CH:16]=2)(=[O:11])=[O:10])[CH:7]=1.[CH3:43][N:44]([CH3:49])[C:45](=[O:48])[CH:46]=[CH2:47].